From a dataset of Catalyst prediction with 721,799 reactions and 888 catalyst types from USPTO. Predict which catalyst facilitates the given reaction. Reactant: [OH:1][CH2:2][C:3]1([CH2:15][OH:16])[CH2:9][CH2:8][O:7][C:6]2[CH:10]=[CH:11][CH:12]=[CH:13][C:5]=2[C:4]1=[O:14].C(N(CC)CC)C.[F:24][C:25]1[CH:30]=[C:29]([F:31])[CH:28]=[CH:27][C:26]=1[N:32]=[C:33]=[S:34]. Product: [OH:16][CH2:15][C:3]1([CH2:2][O:1][C:33](=[S:34])[NH:32][C:26]2[CH:27]=[CH:28][C:29]([F:31])=[CH:30][C:25]=2[F:24])[CH2:9][CH2:8][O:7][C:6]2[CH:10]=[CH:11][CH:12]=[CH:13][C:5]=2[C:4]1=[O:14]. The catalyst class is: 7.